Dataset: Full USPTO retrosynthesis dataset with 1.9M reactions from patents (1976-2016). Task: Predict the reactants needed to synthesize the given product. (1) Given the product [CH2:10]([O:9][CH:4]([O:3][CH2:1][CH3:2])[CH2:5][CH2:6][CH2:7][NH:8][C:19](=[O:21])[CH3:20])[CH3:11], predict the reactants needed to synthesize it. The reactants are: [CH2:1]([O:3][CH:4]([O:9][CH2:10][CH3:11])[CH2:5][CH2:6][CH2:7][NH2:8])[CH3:2].C(N(CC)CC)C.[C:19](OC(=O)C)(=[O:21])[CH3:20]. (2) The reactants are: Cl.[CH3:2][N:3]1[CH:11]=[N:10][C:9]2[C:4]1=[N:5][C:6]([C:31]#[N:32])=[N:7][C:8]=2[C:12]1[CH:13]=[N:14][C:15]([O:22][CH2:23][CH2:24][CH:25]2[CH2:30][CH2:29][NH:28][CH2:27][CH2:26]2)=[C:16]([C:18]([F:21])([F:20])[F:19])[CH:17]=1.[C:33](O[BH-](OC(=O)C)OC(=O)C)(=O)[CH3:34].[Na+].C(=O)C.C([O-])(O)=O.[Na+]. Given the product [CH2:33]([N:28]1[CH2:29][CH2:30][CH:25]([CH2:24][CH2:23][O:22][C:15]2[N:14]=[CH:13][C:12]([C:8]3[N:7]=[C:6]([C:31]#[N:32])[N:5]=[C:4]4[C:9]=3[N:10]=[CH:11][N:3]4[CH3:2])=[CH:17][C:16]=2[C:18]([F:21])([F:19])[F:20])[CH2:26][CH2:27]1)[CH3:34], predict the reactants needed to synthesize it. (3) Given the product [C:6]([O:5][CH2:1][CH3:2])(=[O:14])[CH3:7].[CH3:10][CH2:9][CH2:8][CH:7]([CH3:12])[CH3:6].[Cl:33][C:27]1[C:28]([Cl:32])=[CH:29][CH:30]=[CH:31][C:26]=1[S:23]([NH:22][C:19]1[N:20]=[CH:21][C:16]([O:13][C:10]2[CH:9]=[CH:8][C:7]([C:6]([OH:5])=[O:14])=[CH:12][CH:11]=2)=[N:17][C:18]=1[O:42][CH3:43])(=[O:25])=[O:24], predict the reactants needed to synthesize it. The reactants are: [C:1]([O:5][C:6](=[O:14])[C:7]1[CH:12]=[CH:11][C:10]([OH:13])=[CH:9][CH:8]=1)(C)(C)[CH3:2].Br[C:16]1[N:17]=[C:18]([O:42][CH3:43])[C:19]([N:22](COCC[Si](C)(C)C)[S:23]([C:26]2[CH:31]=[CH:30][CH:29]=[C:28]([Cl:32])[C:27]=2[Cl:33])(=[O:25])=[O:24])=[N:20][CH:21]=1.C(=O)([O-])[O-].[Cs+].[Cs+]. (4) Given the product [C:19]([O:23][C:24]([NH:26][NH:27][C:6](=[O:7])[C:5]1[CH:9]=[CH:10][C:2]([F:1])=[C:3]([CH3:11])[CH:4]=1)=[O:25])([CH3:22])([CH3:21])[CH3:20], predict the reactants needed to synthesize it. The reactants are: [F:1][C:2]1[CH:10]=[CH:9][C:5]([C:6](Cl)=[O:7])=[CH:4][C:3]=1[CH3:11].C(N(CC)CC)C.[C:19]([O:23][C:24]([NH:26][NH2:27])=[O:25])([CH3:22])([CH3:21])[CH3:20]. (5) Given the product [C:10]([C:13]1[CH:18]=[C:17]([C:2]2[N:3]=[C:4]([C:8]#[N:9])[CH:5]=[CH:6][CH:7]=2)[CH:16]=[CH:15][CH:14]=1)(=[O:12])[CH3:11], predict the reactants needed to synthesize it. The reactants are: Cl[C:2]1[CH:7]=[CH:6][CH:5]=[C:4]([C:8]#[N:9])[N:3]=1.[C:10]([C:13]1[CH:14]=[C:15](B(O)O)[CH:16]=[CH:17][CH:18]=1)(=[O:12])[CH3:11].C(=O)([O-])[O-].[Na+].[Na+].C(OCC)(=O)C. (6) Given the product [CH3:27][O:28][C:31]([C:8]1[CH:9]=[C:10]2[C:14](=[C:6]([C:5]3[S:1][C:2]4[CH:19]=[CH:18][CH:17]=[CH:16][C:3]=4[CH:4]=3)[CH:7]=1)[NH:13][N:12]=[CH:11]2)=[O:32], predict the reactants needed to synthesize it. The reactants are: [S:1]1[C:5]([C:6]2[CH:7]=[C:8](Br)[CH:9]=[C:10]3[C:14]=2[NH:13][N:12]=[CH:11]3)=[CH:4][C:3]2[CH:16]=[CH:17][CH:18]=[CH:19][C:2]1=2.C(N(CC)CC)C.[CH3:27][OH:28].CN(C)[CH:31]=[O:32].